From a dataset of Full USPTO retrosynthesis dataset with 1.9M reactions from patents (1976-2016). Predict the reactants needed to synthesize the given product. (1) Given the product [CH2:17]([O:19][C:20]([C:22]1[CH:23]=[N:24][N:25]2[C:6]([C:8]3[CH:13]=[CH:12][CH:11]=[C:10]([N+:14]([O-:16])=[O:15])[CH:9]=3)=[CH:5][CH:4]=[N:2][C:3]=12)=[O:21])[CH3:18], predict the reactants needed to synthesize it. The reactants are: C[N:2]([CH:4]=[CH:5][C:6]([C:8]1[CH:13]=[CH:12][CH:11]=[C:10]([N+:14]([O-:16])=[O:15])[CH:9]=1)=O)[CH3:3].[CH2:17]([O:19][C:20]([C:22]1[CH:23]=[N:24][NH:25]C=1N)=[O:21])[CH3:18]. (2) Given the product [C:1]([C:3]1[C:4]([N:22]2[CH2:27][CH2:26][CH:25]([C:28](=[O:30])[NH:43][S:40]([CH2:39][C:36]3[CH:37]=[CH:38][C:33]([O:32][CH3:31])=[CH:34][CH:35]=3)(=[O:41])=[O:42])[CH2:24][CH2:23]2)=[N:5][C:6]([CH2:14][N:15]2[CH2:20][CH2:19][CH2:18][CH2:17][C:16]2=[O:21])=[C:7]([CH:8]=1)[C:9]([O:11][CH2:12][CH3:13])=[O:10])#[N:2], predict the reactants needed to synthesize it. The reactants are: [C:1]([C:3]1[C:4]([N:22]2[CH2:27][CH2:26][CH:25]([C:28]([OH:30])=O)[CH2:24][CH2:23]2)=[N:5][C:6]([CH2:14][N:15]2[CH2:20][CH2:19][CH2:18][CH2:17][C:16]2=[O:21])=[C:7]([C:9]([O:11][CH2:12][CH3:13])=[O:10])[CH:8]=1)#[N:2].[CH3:31][O:32][C:33]1[CH:38]=[CH:37][C:36]([CH2:39][S:40]([NH2:43])(=[O:42])=[O:41])=[CH:35][CH:34]=1. (3) Given the product [CH2:18]([CH:21]1[CH2:26][CH2:25][CH:24]([CH:27]2[CH2:32][CH2:31][CH:30]([C:33]([O:9][C:6]3[CH:7]=[CH:8][C:3]([O:2][CH3:1])=[C:4]([C:14]([F:15])([F:16])[F:17])[C:5]=3[C:10]([F:11])([F:12])[F:13])=[O:34])[CH2:29][CH2:28]2)[CH2:23][CH2:22]1)[CH2:19][CH3:20], predict the reactants needed to synthesize it. The reactants are: [CH3:1][O:2][C:3]1[CH:8]=[CH:7][C:6]([OH:9])=[C:5]([C:10]([F:13])([F:12])[F:11])[C:4]=1[C:14]([F:17])([F:16])[F:15].[CH2:18]([CH:21]1[CH2:26][CH2:25][CH:24]([CH:27]2[CH2:32][CH2:31][CH:30]([C:33](O)=[O:34])[CH2:29][CH2:28]2)[CH2:23][CH2:22]1)[CH2:19][CH3:20].C1(N=C=NC2CCCCC2)CCCCC1.C(Cl)Cl. (4) Given the product [CH2:1]([Si:4]([CH3:7])([CH3:6])[CH3:5])[CH:2]=[CH2:3].[C:11]1(=[O:12])[O:13][C:8](=[O:14])[CH:9]=[CH:10]1.[C:15]([O:19][C:20](=[O:23])[CH:21]=[CH2:22])([CH3:18])([CH3:17])[CH3:16].[C:24]([OH:28])(=[O:27])[CH:25]=[CH2:26], predict the reactants needed to synthesize it. The reactants are: [CH2:1]([Si:4]([CH3:7])([CH3:6])[CH3:5])[CH:2]=[CH2:3].[C:8]1(=[O:14])[O:13][C:11](=[O:12])[CH:10]=[CH:9]1.[C:15]([O:19][C:20](=[O:23])[CH:21]=[CH2:22])([CH3:18])([CH3:17])[CH3:16].[C:24]([OH:28])(=[O:27])[CH:25]=[CH2:26].N(C(C)(CC)C#N)=NC(C)(CC)C#N. (5) Given the product [NH2:15][C:11]1[CH:10]=[C:9]([S:6]([NH:5][CH2:4][CH2:3][N:2]([CH3:18])[CH3:1])(=[O:8])=[O:7])[CH:14]=[CH:13][CH:12]=1, predict the reactants needed to synthesize it. The reactants are: [CH3:1][N:2]([CH3:18])[CH2:3][CH2:4][NH:5][S:6]([C:9]1[CH:14]=[CH:13][CH:12]=[C:11]([N+:15]([O-])=O)[CH:10]=1)(=[O:8])=[O:7]. (6) Given the product [CH3:1][O:2][C:3]1[CH:8]=[CH:7][C:6]([OH:9])=[C:5]([CH2:15][C:14]2[CH:17]=[CH:18][C:11]([F:10])=[CH:12][CH:13]=2)[CH:4]=1, predict the reactants needed to synthesize it. The reactants are: [CH3:1][O:2][C:3]1[CH:8]=[CH:7][C:6]([OH:9])=[CH:5][CH:4]=1.[F:10][C:11]1[CH:18]=[CH:17][C:14]([CH2:15]Cl)=[CH:13][CH:12]=1.